From a dataset of Reaction yield outcomes from USPTO patents with 853,638 reactions. Predict the reaction yield, written as a fraction of the theoretical maximum amount of product (1.0 means a 100% yield; for example, 0.34 means a 34% yield). (1) The reactants are [CH3:1][S:2][C:3]1[CH:8]=[CH:7][C:6]([C:9]([C:11]2[N:12]=[C:13]3[CH:19]=[CH:18][N:17]([S:20]([C:23]4[CH:29]=[CH:28][C:26]([CH3:27])=[CH:25][CH:24]=4)(=[O:22])=[O:21])[C:14]3=[N:15][CH:16]=2)=N)=[CH:5][CH:4]=1.Cl.C1C[O:34]CC1. No catalyst specified. The product is [CH3:1][S:2][C:3]1[CH:8]=[CH:7][C:6]([C:9]([C:11]2[N:12]=[C:13]3[CH:19]=[CH:18][N:17]([S:20]([C:23]4[CH:29]=[CH:28][C:26]([CH3:27])=[CH:25][CH:24]=4)(=[O:22])=[O:21])[C:14]3=[N:15][CH:16]=2)=[O:34])=[CH:5][CH:4]=1. The yield is 0.750. (2) The reactants are C([Li])CCC.[F:6][C:7]([F:19])([F:18])[C:8]([C:14]([F:17])([F:16])[F:15])([OH:13])[CH2:9][CH2:10][CH2:11][OH:12].[C:20](Cl)(=[O:24])[C:21]([CH3:23])=[CH2:22]. The catalyst is C1COCC1.C(OCC)C. The product is [C:20]([O:12][CH2:11][CH2:10][CH2:9][C:8]([C:14]([F:15])([F:16])[F:17])([OH:13])[C:7]([F:18])([F:19])[F:6])(=[O:24])[C:21]([CH3:23])=[CH2:22]. The yield is 0.790. (3) The reactants are Br[C:2]1[CH:7]=[CH:6][C:5]([NH:8][N:9]2[C:17](=[O:18])[C:16]3[C:11](=[CH:12][CH:13]=[CH:14][CH:15]=3)[C:10]2=[O:19])=[CH:4][CH:3]=1.C([O-])([O-])=O.[K+].[K+].CO[CH2:28][CH2:29]OC. The catalyst is O.C1C=CC([P]([Pd]([P](C2C=CC=CC=2)(C2C=CC=CC=2)C2C=CC=CC=2)([P](C2C=CC=CC=2)(C2C=CC=CC=2)C2C=CC=CC=2)[P](C2C=CC=CC=2)(C2C=CC=CC=2)C2C=CC=CC=2)(C2C=CC=CC=2)C2C=CC=CC=2)=CC=1. The product is [CH:28]([C:2]1[CH:7]=[CH:6][C:5]([NH:8][N:9]2[C:17](=[O:18])[C:16]3[C:11](=[CH:12][CH:13]=[CH:14][CH:15]=3)[C:10]2=[O:19])=[CH:4][CH:3]=1)=[CH2:29]. The yield is 0.130.